From a dataset of Reaction yield outcomes from USPTO patents with 853,638 reactions. Predict the reaction yield, written as a fraction of the theoretical maximum amount of product (1.0 means a 100% yield; for example, 0.34 means a 34% yield). (1) The reactants are [CH2:1]([N:8]1[CH2:12][CH2:11][CH:10]([C:13]2[CH:14]=[C:15]3[C:19](=[CH:20][CH:21]=2)[NH:18][CH:17]=[CH:16]3)[CH2:9]1)[C:2]1[CH:7]=[CH:6][CH:5]=[CH:4][CH:3]=1.C([Li])CCC.CCCCCC.C([Li])(C)(C)C.CCCCC.[F:43][C:44]1[CH:45]=[C:46]([N:51]=[C:52]=[O:53])[CH:47]=[C:48]([F:50])[CH:49]=1.C(=O)=O. The catalyst is O1CCCC1.C(OCC)(=O)C.O. The product is [CH2:1]([N:8]1[CH2:12][CH2:11][CH:10]([C:13]2[CH:14]=[C:15]3[C:19](=[CH:20][CH:21]=2)[NH:18][C:17]([C:52]([NH:51][C:46]2[CH:47]=[C:48]([F:50])[CH:49]=[C:44]([F:43])[CH:45]=2)=[O:53])=[CH:16]3)[CH2:9]1)[C:2]1[CH:7]=[CH:6][CH:5]=[CH:4][CH:3]=1. The yield is 0.710. (2) The reactants are [N+:1]([C:4]1[N:5]=[CH:6][NH:7][CH:8]=1)([O-:3])=[O:2].I[C:10]1[CH:15]=[CH:14][CH:13]=[C:12]([C:16]([F:19])([F:18])[F:17])[CH:11]=1.C(=O)([O-])[O-].[K+].[K+].N1CCC[C@H]1C(O)=O. The catalyst is CS(C)=O.C(OCC)(=O)C.[Cu]I. The product is [N+:1]([C:4]1[N:5]=[CH:6][N:7]([C:10]2[CH:15]=[CH:14][CH:13]=[C:12]([C:16]([F:19])([F:18])[F:17])[CH:11]=2)[CH:8]=1)([O-:3])=[O:2]. The yield is 0.280. (3) The reactants are [Cl:1][CH2:2][CH2:3][CH2:4][C:5]([C:7]1[CH:12]=[CH:11][C:10]([C:13]([CH3:18])([CH3:17])[C:14]([OH:16])=[O:15])=[CH:9][CH:8]=1)=[O:6].[C:19](=O)([O-])[O-].[K+].[K+].S(OC)(OC)(=O)=O. The catalyst is C(#N)C. The product is [Cl:1][CH2:2][CH2:3][CH2:4][C:5]([C:7]1[CH:12]=[CH:11][C:10]([C:13]([CH3:18])([CH3:17])[C:14]([O:16][CH3:19])=[O:15])=[CH:9][CH:8]=1)=[O:6]. The yield is 0.890.